Dataset: HIV replication inhibition screening data with 41,000+ compounds from the AIDS Antiviral Screen. Task: Binary Classification. Given a drug SMILES string, predict its activity (active/inactive) in a high-throughput screening assay against a specified biological target. (1) The drug is Cl.NC1CC(=O)c2c(Br)csc21. The result is 0 (inactive). (2) The compound is C#CCN(C(=O)C(F)(F)F)c1ccc(C(=O)c2ccc(N(CC#C)C(=O)C(F)(F)F)cc2)cc1. The result is 0 (inactive). (3) The compound is CCOC(=O)SC1=NC(C)=CC(C)(C)S1. The result is 0 (inactive). (4) The drug is CCCCCCCCCCCCNC1(C)CNCCCNCCNCCCNC1. The result is 0 (inactive). (5) The compound is O=[N+]([O-])c1cccnc1SSc1ncccc1[N+](=O)[O-]. The result is 0 (inactive). (6) The drug is O=C1c2cccc3cccc(c23)C(=O)N1Cc1ccccc1. The result is 0 (inactive).